Task: Predict the reactants needed to synthesize the given product.. Dataset: Full USPTO retrosynthesis dataset with 1.9M reactions from patents (1976-2016) Given the product [CH2:1]([C:3]1[CH:21]=[CH:20][C:6]([C:7]([N:9]([CH2:13][C@@H:14]2[CH2:15][NH:16][CH2:17][C@H:18]2[O:19][C:29](=[O:30])[NH:28][CH2:31][C:32]2[CH:37]=[CH:36][CH:35]=[CH:34][CH:33]=2)[CH:10]([CH3:12])[CH3:11])=[O:8])=[CH:5][C:4]=1[O:22][CH2:23][CH2:24][CH2:25][O:26][CH3:27])[CH3:2].[CH2:1]([C:3]1[CH:21]=[CH:20][C:6]([C:7]([N:9]([CH2:13][C@H:14]2[C@H:18]([OH:19])[CH2:17][NH:16][CH2:15]2)[CH:10]([CH3:12])[CH3:11])=[O:8])=[CH:5][C:4]=1[O:22][CH2:23][CH2:24][CH2:25][O:26][CH3:27])[CH3:2], predict the reactants needed to synthesize it. The reactants are: [CH2:1]([C:3]1[CH:21]=[CH:20][C:6]([C:7]([N:9]([CH2:13][C@H:14]2[C@H:18]([OH:19])[CH2:17][NH:16][CH2:15]2)[CH:10]([CH3:12])[CH3:11])=[O:8])=[CH:5][C:4]=1[O:22][CH2:23][CH2:24][CH2:25][O:26][CH3:27])[CH3:2].[N:28]([CH2:31][C:32]1[CH:37]=[CH:36][CH:35]=[CH:34][CH:33]=1)=[C:29]=[O:30].